From a dataset of Peptide-MHC class I binding affinity with 185,985 pairs from IEDB/IMGT. Regression. Given a peptide amino acid sequence and an MHC pseudo amino acid sequence, predict their binding affinity value. This is MHC class I binding data. (1) The peptide sequence is YVADALAAF. The MHC is HLA-B40:02 with pseudo-sequence HLA-B40:02. The binding affinity (normalized) is 0.240. (2) The peptide sequence is HQDDGQPRL. The MHC is HLA-B57:01 with pseudo-sequence HLA-B57:01. The binding affinity (normalized) is 0.0847.